Dataset: Forward reaction prediction with 1.9M reactions from USPTO patents (1976-2016). Task: Predict the product of the given reaction. (1) Given the reactants O.[OH-].[Li+].[C:4]1([C:10]2[NH:11][C:12]3[C:17]([CH:18]=2)=[CH:16][C:15]([C:19]([O:21]C)=[O:20])=[CH:14][CH:13]=3)[CH:9]=[CH:8][CH:7]=[CH:6][CH:5]=1, predict the reaction product. The product is: [C:4]1([C:10]2[NH:11][C:12]3[C:17]([CH:18]=2)=[CH:16][C:15]([C:19]([OH:21])=[O:20])=[CH:14][CH:13]=3)[CH:5]=[CH:6][CH:7]=[CH:8][CH:9]=1. (2) Given the reactants [CH3:1][N:2]1[CH:6]=[C:5]([C:7]2[N:12]=[C:11]3[N:13]([CH2:16][CH:17]4[CH2:22][CH2:21][CH2:20][NH:19][CH2:18]4)[N:14]=[N:15][C:10]3=[N:9][CH:8]=2)[CH:4]=[N:3]1.[Br:23][C:24]1[CH:25]=[N:26][C:27](Cl)=[N:28][CH:29]=1.CCN(C(C)C)C(C)C, predict the reaction product. The product is: [Br:23][C:24]1[CH:25]=[N:26][C:27]([N:19]2[CH2:20][CH2:21][CH2:22][CH:17]([CH2:16][N:13]3[C:11]4=[N:12][C:7]([C:5]5[CH:4]=[N:3][N:2]([CH3:1])[CH:6]=5)=[CH:8][N:9]=[C:10]4[N:15]=[N:14]3)[CH2:18]2)=[N:28][CH:29]=1. (3) Given the reactants C(OC(=O)[NH:7][C:8]1[C:17]2[C:12](=[CH:13][CH:14]=[CH:15][CH:16]=2)[C:11]([O:18][C:19]2[CH:24]=[CH:23][N:22]=[C:21]([NH:25][C:26]3[CH:31]=[C:30]([O:32][CH3:33])[CH:29]=[C:28]([O:34][CH2:35][CH2:36][O:37][CH2:38][CH2:39][O:40][CH2:41][CH2:42][O:43][CH2:44][CH2:45][O:46][CH2:47][CH2:48][O:49][CH2:50][CH2:51][O:52][CH2:53][CH2:54][O:55][CH3:56])[CH:27]=3)[N:20]=2)=[CH:10][CH:9]=1)(C)(C)C.C(O)(C(F)(F)F)=O, predict the reaction product. The product is: [CH3:56][O:55][CH2:54][CH2:53][O:52][CH2:51][CH2:50][O:49][CH2:48][CH2:47][O:46][CH2:45][CH2:44][O:43][CH2:42][CH2:41][O:40][CH2:39][CH2:38][O:37][CH2:36][CH2:35][O:34][C:28]1[CH:27]=[C:26]([NH:25][C:21]2[N:20]=[C:19]([O:18][C:11]3[C:12]4[C:17](=[CH:16][CH:15]=[CH:14][CH:13]=4)[C:8]([NH2:7])=[CH:9][CH:10]=3)[CH:24]=[CH:23][N:22]=2)[CH:31]=[C:30]([O:32][CH3:33])[CH:29]=1.